Predict the product of the given reaction. From a dataset of Forward reaction prediction with 1.9M reactions from USPTO patents (1976-2016). (1) Given the reactants FC(F)(F)C([NH:5][C@H:6]([CH3:32])[CH2:7][C:8]1[CH:13]=[CH:12][C:11]([S:14]([C:17]2[CH:31]=[CH:30][C:20]([O:21][CH2:22][C:23]([O:25][C:26](C)(C)[CH3:27])=[O:24])=[CH:19][CH:18]=2)(=[O:16])=[O:15])=[CH:10][CH:9]=1)=O.CO.C(=O)([O-])[O-].[K+].[K+].[OH-].[Na+], predict the reaction product. The product is: [NH2:5][C@H:6]([CH3:32])[CH2:7][C:8]1[CH:13]=[CH:12][C:11]([S:14]([C:17]2[CH:31]=[CH:30][C:20]([O:21][CH2:22][C:23]([O:25][CH2:26][CH3:27])=[O:24])=[CH:19][CH:18]=2)(=[O:16])=[O:15])=[CH:10][CH:9]=1. (2) Given the reactants [C:1](O)(=O)[CH3:2].[CH2:5]([NH:7][CH2:8]C)[CH3:6].C=O.[NH:12]1[C:20]2[C:15](=[CH:16][C:17]([C:21]([O:23][CH3:24])=[O:22])=[CH:18][CH:19]=2)[CH:14]=[CH:13]1, predict the reaction product. The product is: [CH3:24][O:23][C:21]([C:17]1[CH:16]=[C:15]2[C:20](=[CH:19][CH:18]=1)[NH:12][CH:13]=[C:14]2[CH2:8][N:7]([CH2:1][CH3:2])[CH2:5][CH3:6])=[O:22]. (3) Given the reactants O[NH:2][C:3](=[N:8][C:9]1[CH:14]=[CH:13][C:12]([I:15])=[CH:11][N:10]=1)[C:4]([CH3:7])([CH3:6])[CH3:5].N1C=CC=CC=1.C1(C)C=CC(S(Cl)(=O)=O)=CC=1, predict the reaction product. The product is: [C:4]([C:3]1[N:8]=[C:9]2[CH:14]=[CH:13][C:12]([I:15])=[CH:11][N:10]2[N:2]=1)([CH3:7])([CH3:6])[CH3:5]. (4) Given the reactants CS(O[CH2:6][CH2:7][C:8]12[CH2:15][CH2:14][C:11]([C:16]3[CH:21]=[C:20]([O:22][CH:23]4[CH2:28][CH2:27][CH2:26][CH2:25][O:24]4)[CH:19]=[C:18]([F:29])[CH:17]=3)([CH2:12][CH2:13]1)[O:10][CH2:9]2)(=O)=O.[C-:30]#[N:31].[Na+], predict the reaction product. The product is: [F:29][C:18]1[CH:17]=[C:16]([C:11]23[CH2:14][CH2:15][C:8]([CH2:7][CH2:6][C:30]#[N:31])([CH2:13][CH2:12]2)[CH2:9][O:10]3)[CH:21]=[C:20]([O:22][CH:23]2[CH2:28][CH2:27][CH2:26][CH2:25][O:24]2)[CH:19]=1. (5) Given the reactants [C:1]([O:5][C@@H:6]([C:12]1[C:21]([CH3:22])=[CH:20][C:19]2[C:14](=[CH:15][CH:16]=[CH:17][CH:18]=2)[C:13]=1Cl)[C:7]([O:9][CH2:10][CH3:11])=[O:8])([CH3:4])([CH3:3])[CH3:2].CC1(C)C(C)(C)OB([C:32]2[CH:33]=[C:34]([N:38]3[CH2:41][CH2:40][CH2:39]3)[CH:35]=[CH:36][CH:37]=2)O1.P([O-])([O-])([O-])=O.[K+].[K+].[K+].C1COCC1, predict the reaction product. The product is: [N:38]1([C:34]2[CH:33]=[C:32]([C:13]3[C:14]4[C:19](=[CH:18][CH:17]=[CH:16][CH:15]=4)[CH:20]=[C:21]([CH3:22])[C:12]=3[C@H:6]([O:5][C:1]([CH3:4])([CH3:3])[CH3:2])[C:7]([O:9][CH2:10][CH3:11])=[O:8])[CH:37]=[CH:36][CH:35]=2)[CH2:41][CH2:40][CH2:39]1.